This data is from Reaction yield outcomes from USPTO patents with 853,638 reactions. The task is: Predict the reaction yield, written as a fraction of the theoretical maximum amount of product (1.0 means a 100% yield; for example, 0.34 means a 34% yield). (1) The reactants are [CH3:1][O:2][C:3]1[CH:4]=[C:5]([C:11]2[C:19]3[C:14](=[N:15][CH:16]=[CH:17][CH:18]=3)[NH:13][CH:12]=2)[CH:6]=[CH:7][C:8]=1[O:9][CH3:10].[OH-].[K+].C[C:23]1[CH:24]=[C:25]2[C:30](=[C:31]([S:33](Cl)(=[O:35])=[O:34])[CH:32]=1)[N:29]=[CH:28][CH:27]=[CH:26]2.[CH2:37](Cl)Cl. The catalyst is S([O-])(O)(=O)=O.C([N+](CCCC)(CCCC)CCCC)CCC. The product is [CH3:1][O:2][C:3]1[CH:4]=[C:5]([C:11]2[C:19]3[C:14](=[N:15][CH:16]=[CH:17][CH:18]=3)[N:13]([S:33]([C:31]3[CH:32]=[CH:23][CH:24]=[C:25]4[C:30]=3[N:29]=[CH:28][C:27]([CH3:37])=[CH:26]4)(=[O:34])=[O:35])[CH:12]=2)[CH:6]=[CH:7][C:8]=1[O:9][CH3:10]. The yield is 0.600. (2) The reactants are Br[CH2:2][C:3]1[O:4][CH:5]=[C:6]([OH:10])[C:7](=[O:9])[CH:8]=1.[C:11]([O:15][C:16]([N:18]1[CH2:23][CH2:22][NH:21][CH2:20][CH2:19]1)=[O:17])([CH3:14])([CH3:13])[CH3:12].C(N(CC)CC)C. The catalyst is C(#N)C. The product is [OH:10][C:6]1[C:7](=[O:9])[CH:8]=[C:3]([CH2:2][N:21]2[CH2:20][CH2:19][N:18]([C:16]([O:15][C:11]([CH3:14])([CH3:13])[CH3:12])=[O:17])[CH2:23][CH2:22]2)[O:4][CH:5]=1. The yield is 0.780. (3) The reactants are [CH2:1]([O:8][N:9]1[C:18]2[C:13](=[CH:14][CH:15]=[C:16]([C:19]([OH:21])=O)[CH:17]=2)[NH:12][C:11](=[O:22])[C:10]1=[O:23])[C:2]1[CH:7]=[CH:6][CH:5]=[CH:4][CH:3]=1.ON1C2C=CC=CC=2N=N1.Cl.CN(C)CCCN=C=NCC.Cl.[CH2:47]([O:54][NH2:55])[C:48]1[CH:53]=[CH:52][CH:51]=[CH:50][CH:49]=1.C(N(CC)CC)C. The catalyst is CN(C)C=O. The product is [CH2:1]([O:8][N:9]1[C:18]2[C:13](=[CH:14][CH:15]=[C:16]([C:19](=[O:21])[NH:55][O:54][CH2:47][C:48]3[CH:53]=[CH:52][CH:51]=[CH:50][CH:49]=3)[CH:17]=2)[NH:12][C:11](=[O:22])[C:10]1=[O:23])[C:2]1[CH:7]=[CH:6][CH:5]=[CH:4][CH:3]=1. The yield is 0.510. (4) The reactants are [CH:1]1([N:5]2[CH2:11][CH2:10][CH2:9][N:8]([C:12]([N:14]3[CH2:17][CH:16]([NH2:18])[CH2:15]3)=[O:13])[CH2:7][CH2:6]2)[CH2:4][CH2:3][CH2:2]1.Br[C:20]1[CH:21]=[CH:22][C:23]([C:26]([NH:28][CH3:29])=[O:27])=[N:24][CH:25]=1.C1C=CC(P(C2C(C3C(P(C4C=CC=CC=4)C4C=CC=CC=4)=CC=C4C=3C=CC=C4)=C3C(C=CC=C3)=CC=2)C2C=CC=CC=2)=CC=1.C(O[K])(C)(C)C. The catalyst is C1(C)C=CC=CC=1.C1C=CC(/C=C/C(/C=C/C2C=CC=CC=2)=O)=CC=1.C1C=CC(/C=C/C(/C=C/C2C=CC=CC=2)=O)=CC=1.C1C=CC(/C=C/C(/C=C/C2C=CC=CC=2)=O)=CC=1.[Pd].[Pd]. The product is [CH:1]1([N:5]2[CH2:11][CH2:10][CH2:9][N:8]([C:12]([N:14]3[CH2:15][CH:16]([NH:18][C:20]4[CH:21]=[CH:22][C:23]([C:26]([NH:28][CH3:29])=[O:27])=[N:24][CH:25]=4)[CH2:17]3)=[O:13])[CH2:7][CH2:6]2)[CH2:4][CH2:3][CH2:2]1. The yield is 0.780. (5) The reactants are [OH:1][C:2]1[CH:7]=[CH:6][C:5]([C:8]([C:10]2[CH:15]=[CH:14][C:13]([OH:16])=[CH:12][CH:11]=2)=O)=[CH:4][CH:3]=1.[CH2:17]([O:19][C:20](=[O:35])[CH2:21][O:22][C:23]1[CH:28]=[CH:27][C:26]([C:29](=O)[CH2:30][CH2:31][CH2:32][CH3:33])=[CH:25][CH:24]=1)[CH3:18].C([O-])([O-])=O.[K+].[K+]. The catalyst is C1COCC1.[Zn].Cl[Ti](Cl)(Cl)Cl. The product is [CH2:30]([C:29]([C:26]1[CH:25]=[CH:24][C:23]([O:22][CH2:21][C:20]([O:19][CH2:17][CH3:18])=[O:35])=[CH:28][CH:27]=1)=[C:8]([C:10]1[CH:15]=[CH:14][C:13]([OH:16])=[CH:12][CH:11]=1)[C:5]1[CH:6]=[CH:7][C:2]([OH:1])=[CH:3][CH:4]=1)[CH2:31][CH2:32][CH3:33]. The yield is 0.720. (6) The reactants are F[C:2]1[CH:9]=[CH:8][C:7]([C:10]2[N:11]=[N:12][C:13]([NH:17][CH2:18][C:19]([C:22]3[CH:27]=[CH:26][C:25]([F:28])=[CH:24][CH:23]=3)([CH3:21])[CH3:20])=[CH:14][C:15]=2[CH3:16])=[CH:6][C:3]=1[C:4]#[N:5].OO.C([O-])([O-])=[O:32].[K+].[K+]. The catalyst is CS(C)=O.CCOC(C)=O. The product is [F:28][C:25]1[CH:26]=[CH:27][C:22]([C:19]([CH3:20])([CH3:21])[CH2:18][NH:17][C:13]2[N:12]=[N:11][C:10]([C:7]3[CH:6]=[C:3]([CH:2]=[CH:9][CH:8]=3)[C:4]([NH2:5])=[O:32])=[C:15]([CH3:16])[CH:14]=2)=[CH:23][CH:24]=1. The yield is 0.510. (7) The reactants are [C:1]([OH:8])(=[O:7])[CH2:2][CH2:3][C:4]([OH:6])=[O:5].[F:9][C:10]([F:34])([F:33])[O:11][C:12]1[CH:32]=[CH:31][C:15]([O:16][CH2:17][CH2:18][CH2:19][O:20][NH:21][C:22]([NH:24][C:25]([NH:27][CH:28]([CH3:30])[CH3:29])=[NH:26])=[NH:23])=[CH:14][CH:13]=1.O. The catalyst is C(O)C. The product is [C:1]([OH:8])(=[O:7])[CH2:2][CH2:3][C:4]([OH:6])=[O:5].[F:9][C:10]([F:33])([F:34])[O:11][C:12]1[CH:13]=[CH:14][C:15]([O:16][CH2:17][CH2:18][CH2:19][O:20][NH:21][C:22]([NH:24][C:25]([NH:27][CH:28]([CH3:29])[CH3:30])=[NH:26])=[NH:23])=[CH:31][CH:32]=1.[F:9][C:10]([F:33])([F:34])[O:11][C:12]1[CH:13]=[CH:14][C:15]([O:16][CH2:17][CH2:18][CH2:19][O:20][NH:21][C:22]([NH:24][C:25]([NH:27][CH:28]([CH3:29])[CH3:30])=[NH:26])=[NH:23])=[CH:31][CH:32]=1. The yield is 0.785.